Dataset: Full USPTO retrosynthesis dataset with 1.9M reactions from patents (1976-2016). Task: Predict the reactants needed to synthesize the given product. Given the product [NH2:1][C:2]1[N:7]=[C:6]([O:18][CH3:17])[C:5]([C:9]#[N:10])=[C:4]([C:11]2[CH:16]=[CH:15][CH:14]=[CH:13][CH:12]=2)[N:3]=1, predict the reactants needed to synthesize it. The reactants are: [NH2:1][C:2]1[N:7]=[C:6](Cl)[C:5]([C:9]#[N:10])=[C:4]([C:11]2[CH:16]=[CH:15][CH:14]=[CH:13][CH:12]=2)[N:3]=1.[CH3:17][O-:18].[Na+].